From a dataset of Peptide-MHC class II binding affinity with 134,281 pairs from IEDB. Regression. Given a peptide amino acid sequence and an MHC pseudo amino acid sequence, predict their binding affinity value. This is MHC class II binding data. (1) The MHC is HLA-DPA10103-DPB10401 with pseudo-sequence HLA-DPA10103-DPB10401. The binding affinity (normalized) is 0.129. The peptide sequence is APPPQLPRPPATPPP. (2) The peptide sequence is AQMNQAFRNIVNMLH. The MHC is DRB1_0405 with pseudo-sequence DRB1_0405. The binding affinity (normalized) is 0.714.